Dataset: Full USPTO retrosynthesis dataset with 1.9M reactions from patents (1976-2016). Task: Predict the reactants needed to synthesize the given product. Given the product [CH3:1][O:2][C:3]([N:5]([C:31]1[CH:36]=[CH:35][CH:34]=[CH:33][CH:32]=1)[NH:6][C:7]([C:9]1[C:18]2[C:13](=[CH:14][CH:15]=[CH:16][CH:17]=2)[N:12]=[C:11]([C:19]2[CH:24]=[CH:23][CH:22]=[CH:21][CH:20]=2)[C:10]=1[O:25][CH2:26][C:27]([OH:29])=[O:28])=[O:8])=[O:4], predict the reactants needed to synthesize it. The reactants are: [CH3:1][O:2][C:3]([N:5]([C:31]1[CH:36]=[CH:35][CH:34]=[CH:33][CH:32]=1)[NH:6][C:7]([C:9]1[C:18]2[C:13](=[CH:14][CH:15]=[CH:16][CH:17]=2)[N:12]=[C:11]([C:19]2[CH:24]=[CH:23][CH:22]=[CH:21][CH:20]=2)[C:10]=1[O:25][CH2:26][C:27]([O:29]C)=[O:28])=[O:8])=[O:4].[OH-].[Na+].O.